From a dataset of Forward reaction prediction with 1.9M reactions from USPTO patents (1976-2016). Predict the product of the given reaction. (1) Given the reactants [NH2:1][CH2:2][C:3]1[N:7]=[C:6]([C@H:8]([CH2:17][CH2:18][CH2:19][CH:20]2[CH2:25][CH2:24][CH2:23][CH2:22][CH2:21]2)[CH2:9][C:10]([O:12][C:13]([CH3:16])([CH3:15])[CH3:14])=[O:11])[O:5][N:4]=1.[N:26]1[CH:31]=[CH:30][CH:29]=[C:28]([S:32](Cl)(=[O:34])=[O:33])[CH:27]=1, predict the reaction product. The product is: [CH:20]1([CH2:19][CH2:18][CH2:17][C@@H:8]([C:6]2[O:5][N:4]=[C:3]([CH2:2][NH:1][S:32]([C:28]3[CH:27]=[N:26][CH:31]=[CH:30][CH:29]=3)(=[O:34])=[O:33])[N:7]=2)[CH2:9][C:10]([O:12][C:13]([CH3:15])([CH3:16])[CH3:14])=[O:11])[CH2:21][CH2:22][CH2:23][CH2:24][CH2:25]1. (2) Given the reactants [C:1]([C:4]1[C:12]2[C:7](=[CH:8][CH:9]=[C:10]([O:13][C:14]3[N:19]=[CH:18][C:17]([Br:20])=[CH:16][N:15]=3)[CH:11]=2)[N:6]([CH2:21][C:22](O)=[O:23])[CH:5]=1)(=[O:3])[CH3:2].Cl.[Cl:26][C:27]1[CH:32]=[CH:31][CH:30]=[CH:29][C:28]=1[C:33]1[CH:38]=[CH:37][CH:36]=[C:35]([NH:39][C:40]([C@@H:42]2[CH2:47][C@@H:46]3[C@@H:44]([CH2:45]3)[NH:43]2)=[O:41])[C:34]=1[F:48].CN(C(ON1N=NC2C=CC=NC1=2)=[N+](C)C)C.F[P-](F)(F)(F)(F)F.CCN(C(C)C)C(C)C, predict the reaction product. The product is: [C:1]([C:4]1[C:12]2[C:7](=[CH:8][CH:9]=[C:10]([O:13][C:14]3[N:15]=[CH:16][C:17]([Br:20])=[CH:18][N:19]=3)[CH:11]=2)[N:6]([CH2:21][C:22]([N:43]2[C@H:42]([C:40]([NH:39][C:35]3[C:34]([F:48])=[C:33]([C:28]4[CH:29]=[CH:30][CH:31]=[CH:32][C:27]=4[Cl:26])[CH:38]=[CH:37][CH:36]=3)=[O:41])[CH2:47][C@@H:46]3[C@H:44]2[CH2:45]3)=[O:23])[CH:5]=1)(=[O:3])[CH3:2]. (3) Given the reactants C[O:2][C:3](=[O:17])[CH2:4][C:5]1[CH:10]=[CH:9][CH:8]=[C:7]([S:11](=[O:16])(=[O:15])[NH:12][CH2:13][CH3:14])[CH:6]=1.O[Li].O, predict the reaction product. The product is: [CH2:13]([NH:12][S:11]([C:7]1[CH:6]=[C:5]([CH2:4][C:3]([OH:17])=[O:2])[CH:10]=[CH:9][CH:8]=1)(=[O:16])=[O:15])[CH3:14]. (4) Given the reactants [ClH:1].C(OCC)C.[CH3:7][C:8]1[C:16]([O:17][C@@H:18]2[CH2:23][CH2:22][CH2:21][C@H:20]([CH2:24][NH2:25])[CH2:19]2)=[CH:15][CH:14]=[C:13]2[C:9]=1[CH:10]=[N:11][NH:12]2, predict the reaction product. The product is: [ClH:1].[CH3:7][C:8]1[C:16]([O:17][C@@H:18]2[CH2:23][CH2:22][CH2:21][C@H:20]([CH2:24][NH2:25])[CH2:19]2)=[CH:15][CH:14]=[C:13]2[C:9]=1[CH:10]=[N:11][NH:12]2.